From a dataset of Full USPTO retrosynthesis dataset with 1.9M reactions from patents (1976-2016). Predict the reactants needed to synthesize the given product. (1) Given the product [C:13]([O:17][C:18]([N:20]1[CH2:25][CH2:24][CH:23]([NH:26][C:2]2[CH:11]=[C:10]([CH3:12])[C:9]3[C:4](=[CH:5][CH:6]=[CH:7][CH:8]=3)[N:3]=2)[CH2:22][CH2:21]1)=[O:19])([CH3:16])([CH3:14])[CH3:15], predict the reactants needed to synthesize it. The reactants are: Cl[C:2]1[CH:11]=[C:10]([CH3:12])[C:9]2[C:4](=[CH:5][CH:6]=[CH:7][CH:8]=2)[N:3]=1.[C:13]([O:17][C:18]([N:20]1[CH2:25][CH2:24][CH:23]([NH2:26])[CH2:22][CH2:21]1)=[O:19])([CH3:16])([CH3:15])[CH3:14].O(C(C)(C)C)[K]. (2) Given the product [CH3:43][O:44][C:4]1[CH:5]=[CH:6][C:1]([N:7]2[C:12](=[O:13])[C:11]3[S:14][CH:15]=[C:16]([C:17]4[C:18]5[C:19](=[CH:25][CH:24]=[CH:28][CH:27]=5)[CH:20]=[CH:21][CH:22]=4)[C:10]=3[N:9]=[CH:8]2)=[CH:2][CH:3]=1, predict the reactants needed to synthesize it. The reactants are: [C:1]1([N:7]2[C:12](=[O:13])[C:11]3[S:14][CH:15]=[C:16]([C:17]4[CH:22]=[CH:21][CH:20]=[CH:19][CH:18]=4)[C:10]=3[N:9]=[CH:8]2)[CH:6]=[CH:5][CH:4]=[CH:3][CH:2]=1.N[C:24]1[C:28]([C:24]2[C:25]3[C:24](=[CH:28][CH:27]=CC=3)[CH:25]=[CH:27][CH:28]=2)=[CH:27]S[C:25]=1C(OC)=O.[CH:43](OCC)(OCC)[O:44]CC.COC1C=CC(N)=CC=1. (3) Given the product [CH3:10][C:9]1[N:13]([C:14]2[CH:19]=[CH:18][CH:17]=[CH:16][CH:15]=2)[C:5]([CH3:6])=[C:4]([C:3]([O:2][CH3:1])=[O:12])[N:8]=1, predict the reactants needed to synthesize it. The reactants are: [CH3:1][O:2][C:3](=[O:12])[CH:4]([NH:8][C:9](=O)[CH3:10])[C:5](=O)[CH3:6].[NH2:13][C:14]1[CH:19]=[CH:18][CH:17]=[CH:16][CH:15]=1.FC(F)(F)C(O)=O. (4) Given the product [CH2:1]([O:72][CH:29]1[C@@H:30]([O:64][CH2:65][C:66]2[CH:67]=[CH:68][CH:69]=[CH:70][CH:71]=2)[C@H:31]([O:56][CH2:57][C:58]2[CH:63]=[CH:62][CH:61]=[CH:60][CH:59]=2)[C:32]([CH2:44][O:45][CH2:46][C:47]2[CH:48]=[CH:49][C:50]([O:53][CH3:54])=[CH:51][CH:52]=2)([CH2:33][O:34][CH2:35][C:36]2[CH:37]=[CH:38][C:39]([O:42][CH3:43])=[CH:40][CH:41]=2)[O:55][C:28]1([C:9]1[CH:14]=[CH:13][C:12]([CH3:15])=[C:11]([CH2:16][C:17]2[CH:22]=[CH:21][C:20]([O:23][CH3:24])=[CH:19][CH:18]=2)[CH:10]=1)[OH:80])[C:2]1[CH:86]=[CH:85][CH:84]=[CH:4][CH:3]=1, predict the reactants needed to synthesize it. The reactants are: [CH2:1]([Li])[CH2:2][CH2:3][CH3:4].O=O.Br[C:9]1[CH:14]=[CH:13][C:12]([CH3:15])=[C:11]([CH2:16][C:17]2[CH:22]=[CH:21][C:20]([O:23][CH3:24])=[CH:19][CH:18]=2)[CH:10]=1.CON(C)[C:28](=[O:80])[C@H:29]([O:72]CC1C=CC=CC=1)[C@@H:30]([O:64][CH2:65][C:66]1[CH:71]=[CH:70][CH:69]=[CH:68][CH:67]=1)[C@H:31]([O:56][CH2:57][C:58]1[CH:63]=[CH:62][CH:61]=[CH:60][CH:59]=1)[C:32]([OH:55])([CH2:44][O:45][CH2:46][C:47]1[CH:52]=[CH:51][C:50]([O:53][CH3:54])=[CH:49][CH:48]=1)[CH2:33][O:34][CH2:35][C:36]1[CH:41]=[CH:40][C:39]([O:42][CH3:43])=[CH:38][CH:37]=1.[Al].O1C[CH2:86][CH2:85][CH2:84]1. (5) The reactants are: C[O:2][C:3](=[O:18])[C@@H:4]1[CH2:8][C@H:7]([C:9]#[N:10])[CH2:6][N:5]1[C:11]([O:13][C:14]([CH3:17])([CH3:16])[CH3:15])=[O:12].O[Li].O. Given the product [C:14]([O:13][C:11]([N:5]1[CH2:6][C@@H:7]([C:9]#[N:10])[CH2:8][C@H:4]1[C:3]([OH:18])=[O:2])=[O:12])([CH3:17])([CH3:15])[CH3:16], predict the reactants needed to synthesize it. (6) Given the product [CH:1]1([C:4]2[CH:14]=[C:13]([N:24]3[CH2:25][CH2:26][C:21]([F:27])([F:20])[CH2:22][CH2:23]3)[C:12]([O:16][CH2:17][CH3:18])=[CH:11][C:5]=2[C:6]([O:8][CH2:9][CH3:10])=[O:7])[CH2:3][CH2:2]1, predict the reactants needed to synthesize it. The reactants are: [CH:1]1([C:4]2[CH:14]=[C:13](F)[C:12]([O:16][CH2:17][CH3:18])=[CH:11][C:5]=2[C:6]([O:8][CH2:9][CH3:10])=[O:7])[CH2:3][CH2:2]1.Cl.[F:20][C:21]1([F:27])[CH2:26][CH2:25][NH:24][CH2:23][CH2:22]1.